Dataset: CYP2D6 inhibition data for predicting drug metabolism from PubChem BioAssay. Task: Regression/Classification. Given a drug SMILES string, predict its absorption, distribution, metabolism, or excretion properties. Task type varies by dataset: regression for continuous measurements (e.g., permeability, clearance, half-life) or binary classification for categorical outcomes (e.g., BBB penetration, CYP inhibition). Dataset: cyp2d6_veith. (1) The drug is CN1CCc2nc3ccc(F)cc3c(C(N)=O)c2C1.Cl. The result is 0 (non-inhibitor). (2) The drug is C[C@H](Oc1ccc(Oc2cnc3ccc(Cl)cc3n2)cc1)C(=O)O.[Na]. The result is 0 (non-inhibitor). (3) The molecule is CC(C)(C)N1C(=O)[C@H]2CC[C@@H]3/C(=N\OCc4ccccc4)C[C@@H](O)[C@@H](O)[C@@H]3[C@@H]2C1=O. The result is 0 (non-inhibitor). (4) The drug is CCOc1c2ccc(C(=O)NCc3ccco3)cc2nn1CCOC. The result is 0 (non-inhibitor). (5) The compound is COc1ccc(OC(=O)c2ccncc2)cc1. The result is 0 (non-inhibitor). (6) The drug is CC(=O)NCCNc1ncnc2ccc(-c3ccc(C(=O)N(C)C)cc3)cc12. The result is 0 (non-inhibitor).